This data is from Full USPTO retrosynthesis dataset with 1.9M reactions from patents (1976-2016). The task is: Predict the reactants needed to synthesize the given product. (1) Given the product [ClH:39].[CH3:1][O:2][C:3]1[CH:4]=[C:5]2[C:10](=[CH:11][CH:12]=1)[C:9]([O:13][C:14]1[CH:15]=[CH:16][C:17]([O:20][CH2:21][CH2:22][N:23]3[CH2:28][CH2:27][CH2:26][CH2:25][CH2:24]3)=[CH:18][CH:19]=1)=[C:8]([C:29]1[S:33][C:32]([C:34]#[N:36])=[CH:31][CH:30]=1)[CH:7]=[CH:6]2, predict the reactants needed to synthesize it. The reactants are: [CH3:1][O:2][C:3]1[CH:4]=[C:5]2[C:10](=[CH:11][CH:12]=1)[C:9]([O:13][C:14]1[CH:19]=[CH:18][C:17]([O:20][CH2:21][CH2:22][N:23]3[CH2:28][CH2:27][CH2:26][CH2:25][CH2:24]3)=[CH:16][CH:15]=1)=[C:8]([C:29]1[S:33][C:32]([C:34]([NH2:36])=O)=[CH:31][CH:30]=1)[CH:7]=[CH:6]2.P(Cl)(Cl)([Cl:39])=O.Cl. (2) Given the product [CH2:41]([O:18][C:14]1[CH:13]=[C:12]2[C:17]([C:8]([C:4]3[CH:5]=[CH:6][CH:7]=[C:2]([F:1])[CH:3]=3)=[N:9][N:10]([CH2:20][C:21]([N:23]([CH3:34])[C:24]3[CH:33]=[CH:32][C:27]4[N:28]=[C:29]([CH3:31])[O:30][C:26]=4[CH:25]=3)=[O:22])[C:11]2=[O:19])=[CH:16][CH:15]=1)[CH3:42], predict the reactants needed to synthesize it. The reactants are: [F:1][C:2]1[CH:3]=[C:4]([C:8]2[C:17]3[C:12](=[CH:13][C:14]([OH:18])=[CH:15][CH:16]=3)[C:11](=[O:19])[N:10]([CH2:20][C:21]([N:23]([CH3:34])[C:24]3[CH:33]=[CH:32][C:27]4[N:28]=[C:29]([CH3:31])[O:30][C:26]=4[CH:25]=3)=[O:22])[N:9]=2)[CH:5]=[CH:6][CH:7]=1.C([O-])([O-])=O.[K+].[K+].[CH2:41](I)[CH3:42]. (3) Given the product [F:1][C:2]1[C:7]([F:8])=[CH:6][CH:5]=[CH:4][C:3]=1[C:9]1[N:17]=[C:12]2[CH:13]=[N:14][N:15]([CH2:19][C:20]3[O:24][N:23]=[C:22]([C:25]4[CH:30]=[CH:29][C:28]([CH3:31])=[CH:27][C:26]=4[CH3:32])[CH:21]=3)[CH:16]=[C:11]2[N:10]=1, predict the reactants needed to synthesize it. The reactants are: [F:1][C:2]1[C:7]([F:8])=[CH:6][CH:5]=[CH:4][C:3]=1[C:9]1[N:17]=[C:12]2[CH:13]=[N:14][NH:15][CH:16]=[C:11]2[N:10]=1.Cl[CH2:19][C:20]1[O:24][N:23]=[C:22]([C:25]2[CH:30]=[CH:29][C:28]([CH3:31])=[CH:27][C:26]=2[CH3:32])[CH:21]=1. (4) Given the product [Br:16][CH2:2][C@H:3]1[CH2:7][CH2:6][CH2:5][N:4]1[C:8]([O:10][C:11]([CH3:14])([CH3:13])[CH3:12])=[O:9], predict the reactants needed to synthesize it. The reactants are: O[CH2:2][C@H:3]1[CH2:7][CH2:6][CH2:5][N:4]1[C:8]([O:10][C:11]([CH3:14])([CH3:13])[CH3:12])=[O:9].C(Br)(Br)(Br)[Br:16].C1C=CC(P(C2C=CC=CC=2)C2C=CC=CC=2)=CC=1. (5) Given the product [O:1]1[C:5]2[CH:6]=[CH:7][CH:8]=[CH:9][C:4]=2[N:3]=[C:2]1[C:10]1[CH:11]=[CH:12][C:13]2[N:17]([CH:18]3[CH2:23][CH2:22][O:21][CH2:20][CH2:19]3)[C:2]([C:10]3[CH:11]=[CH:12][CH:13]=[CH:14][CH:16]=3)=[N:15][C:14]=2[CH:16]=1, predict the reactants needed to synthesize it. The reactants are: [O:1]1[C:5]2[CH:6]=[CH:7][CH:8]=[CH:9][C:4]=2[N:3]=[C:2]1[C:10]1[CH:11]=[CH:12][C:13]([NH:17][CH:18]2[CH2:23][CH2:22][O:21][CH2:20][CH2:19]2)=[C:14]([CH:16]=1)[NH2:15].OOS([O-])=O.[K+].C(=O)([O-])[O-].[K+].[K+]. (6) Given the product [Cl:1][C:2]1[N:7]=[CH:6][C:5]([CH2:8][C:9]([NH:25][C:22]2[CH:21]=[CH:20][C:19]([C:14]3[CH:15]=[N:16][CH:17]=[CH:18][N:13]=3)=[CH:24][N:23]=2)=[O:11])=[CH:4][C:3]=1[CH3:12], predict the reactants needed to synthesize it. The reactants are: [Cl:1][C:2]1[N:7]=[CH:6][C:5]([CH2:8][C:9]([OH:11])=O)=[CH:4][C:3]=1[CH3:12].[N:13]1[CH:18]=[CH:17][N:16]=[CH:15][C:14]=1[C:19]1[CH:20]=[CH:21][C:22]([NH2:25])=[N:23][CH:24]=1.C1(N=C=NC2CCCCC2)CCCCC1. (7) Given the product [CH:11]1[C:12]2[C:7](=[CH:6][C:5]3[C:14]([C:13]=2[Si:15]([C:16]2[C:29]4[C:24]([CH:23]=[C:22]5[C:17]=2[CH:18]=[CH:19][CH:20]=[CH:21]5)=[CH:25][CH:26]=[CH:27][CH:28]=4)([C:30]2[C:31]4[C:36]([CH:37]=[C:38]5[C:43]=2[CH:42]=[CH:41][CH:40]=[CH:39]5)=[CH:35][CH:34]=[CH:33][CH:32]=4)[OH:45])=[CH:1][CH:2]=[CH:3][CH:4]=3)[CH:8]=[CH:9][CH:10]=1, predict the reactants needed to synthesize it. The reactants are: [CH:1]1[C:14]2[C:5](=[CH:6][C:7]3[C:12]([C:13]=2[SiH:15]([C:30]2[C:31]4[C:36]([CH:37]=[C:38]5[C:43]=2[CH:42]=[CH:41][CH:40]=[CH:39]5)=[CH:35][CH:34]=[CH:33][CH:32]=4)[C:16]2[C:17]4[C:22]([CH:23]=[C:24]5[C:29]=2[CH:28]=[CH:27][CH:26]=[CH:25]5)=[CH:21][CH:20]=[CH:19][CH:18]=4)=[CH:11][CH:10]=[CH:9][CH:8]=3)[CH:4]=[CH:3][CH:2]=1.[Mn]([O-])(=O)(=O)=[O:45].[K+].